Dataset: Full USPTO retrosynthesis dataset with 1.9M reactions from patents (1976-2016). Task: Predict the reactants needed to synthesize the given product. (1) Given the product [OH:6][C:4]1[C:3]2[C:2](=[CH:12][N:11]=[CH:10][CH:9]=2)[NH:1][C:26](=[O:27])[C:22]=1[C:23]([NH:34][CH2:35][C:36]([OH:38])=[O:37])=[O:24], predict the reactants needed to synthesize it. The reactants are: [NH2:1][C:2]1[CH:12]=[N:11][CH:10]=[CH:9][C:3]=1[C:4]([O:6]CC)=O.C(N(CC)CC)C.C([CH:22]([C:26](Cl)=[O:27])[C:23](Cl)=[O:24])C.[O-]CC.[Na+].[Na+].[NH2:34][CH2:35][C:36]([O-:38])=[O:37].N12CCCN=C1CCCCC2.Cl. (2) Given the product [NH2:12][C:4]1[CH:3]=[C:2]([F:1])[C:10]([F:11])=[CH:9][C:5]=1[C:6]([NH:16][O:15][CH3:14])=[O:7], predict the reactants needed to synthesize it. The reactants are: [F:1][C:2]1[CH:3]=[C:4]([NH2:12])[C:5](=[CH:9][C:10]=1[F:11])[C:6](O)=[O:7].Cl.[CH3:14][O:15][NH2:16].C(N(CC)CC)C. (3) Given the product [NH2:1][C:2]1[C:7]([F:8])=[C:6]([C:19]2[CH:20]=[CH:21][C:16]([Cl:15])=[C:17]([O:29][CH3:30])[C:18]=2[F:28])[N:5]=[C:4]([C:10]([O:12][CH3:13])=[O:11])[C:3]=1[Cl:14], predict the reactants needed to synthesize it. The reactants are: [NH2:1][C:2]1[C:7]([F:8])=[C:6](Br)[N:5]=[C:4]([C:10]([O:12][CH3:13])=[O:11])[C:3]=1[Cl:14].[Cl:15][C:16]1[CH:21]=[CH:20][C:19](B2OCCCO2)=[C:18]([F:28])[C:17]=1[O:29][CH3:30].[F-].[K+]. (4) Given the product [NH2:7][C:8]1[C:9]([F:30])=[CH:10][C:11]([Cl:29])=[C:12]([CH:13]=1)[O:14][C:15]1[N:20]=[C:19]2[S:21][C:22]([NH:24][C:25](=[O:28])[CH2:26][CH3:27])=[N:23][C:18]2=[CH:17][CH:16]=1, predict the reactants needed to synthesize it. The reactants are: C(OC(=O)[NH:7][C:8]1[CH:13]=[C:12]([O:14][C:15]2[N:20]=[C:19]3[S:21][C:22]([NH:24][C:25](=[O:28])[CH2:26][CH3:27])=[N:23][C:18]3=[CH:17][CH:16]=2)[C:11]([Cl:29])=[CH:10][C:9]=1[F:30])(C)(C)C.